The task is: Predict the product of the given reaction.. This data is from Forward reaction prediction with 1.9M reactions from USPTO patents (1976-2016). Given the reactants [C:1]12([CH2:11][C:12]([OH:14])=O)[CH2:10][CH:5]3[CH2:6][CH:7]([CH2:9][CH:3]([CH2:4]3)[CH2:2]1)[CH2:8]2.CCN=C=NCCCN(C)C.C(N(CC)CC)C.[CH3:33][NH:34][CH2:35][C:36]1[S:37][CH:38]=[CH:39][CH:40]=1, predict the reaction product. The product is: [C:1]12([CH2:11][C:12]([N:34]([CH3:33])[CH2:35][C:36]3[S:37][CH:38]=[CH:39][CH:40]=3)=[O:14])[CH2:10][CH:5]3[CH2:4][CH:3]([CH2:9][CH:7]([CH2:6]3)[CH2:8]1)[CH2:2]2.